Predict which catalyst facilitates the given reaction. From a dataset of Catalyst prediction with 721,799 reactions and 888 catalyst types from USPTO. (1) Reactant: Cl[C:2]1[CH:7]=[CH:6][C:5]([B:8]2[O:12]C(C)(C)C(C)(C)[O:9]2)=[CH:4][N:3]=1.[NH:17]1[CH2:21][CH2:20][CH:19]([OH:22])[CH2:18]1.CCN(C(C)C)C(C)C. Product: [OH:22][CH:19]1[CH2:20][CH2:21][N:17]([C:2]2[N:3]=[CH:4][C:5]([B:8]([OH:9])[OH:12])=[CH:6][CH:7]=2)[CH2:18]1. The catalyst class is: 37. (2) Reactant: [OH:1][CH:2]([C:11]1([S:14]([C:17]2[CH:26]=[CH:25][C:24]3[C:19](=[CH:20][CH:21]=[CH:22][CH:23]=3)[CH:18]=2)(=[O:16])=[O:15])[CH2:13][CH2:12]1)[CH2:3][C:4]([O:6]C(C)(C)C)=[O:5].FC(F)(F)C(O)=O. Product: [OH:1][CH:2]([C:11]1([S:14]([C:17]2[CH:26]=[CH:25][C:24]3[C:19](=[CH:20][CH:21]=[CH:22][CH:23]=3)[CH:18]=2)(=[O:16])=[O:15])[CH2:13][CH2:12]1)[CH2:3][C:4]([OH:6])=[O:5]. The catalyst class is: 2. (3) Reactant: [CH2:1]([C@@:3]12[C@@:14]([CH2:16][CH2:17][C:18]3[C:23]([CH:24]([F:39])[C:25](N([C@H](C)[C@H](O)C4C=CC=CC=4)C)=[O:26])=[C:22]([O:40][CH3:41])[CH:21]=[CH:20][N:19]=3)([OH:15])[CH2:13][CH2:12][C:11]1=[CH:10][C:9]1[N:8]([C:42]3[CH:47]=[CH:46][C:45]([F:48])=[CH:44][CH:43]=3)[N:7]=[CH:6][C:5]=1[CH2:4]2)[CH3:2].[OH-:49].[Na+]. Product: [CH2:1]([C@@:3]12[C@@:14]([CH2:16][CH2:17][C:18]3[C:23]([CH:24]([F:39])[C:25]([OH:26])=[O:49])=[C:22]([O:40][CH3:41])[CH:21]=[CH:20][N:19]=3)([OH:15])[CH2:13][CH2:12][C:11]1=[CH:10][C:9]1[N:8]([C:42]3[CH:43]=[CH:44][C:45]([F:48])=[CH:46][CH:47]=3)[N:7]=[CH:6][C:5]=1[CH2:4]2)[CH3:2]. The catalyst class is: 88. (4) Reactant: Cl[C:2]1[C:3]2[C:4](=[CH:16][N:17](CC3C=CC(OC)=CC=3)[N:18]=2)[N:5]=[C:6]([C:8]2[CH:13]=[CH:12][CH:11]=[CH:10][C:9]=2[O:14][CH3:15])[N:7]=1.[O:28]1[CH2:33][CH2:32][NH:31][C:30]2[CH:34]=[C:35]([NH2:38])[CH:36]=[CH:37][C:29]1=2.Cl. Product: [CH3:15][O:14][C:9]1[CH:10]=[CH:11][CH:12]=[CH:13][C:8]=1[C:6]1[N:7]=[C:2]([NH:38][C:35]2[CH:36]=[CH:37][C:29]3[O:28][CH2:33][CH2:32][NH:31][C:30]=3[CH:34]=2)[C:3]2[NH:18][N:17]=[CH:16][C:4]=2[N:5]=1. The catalyst class is: 71. (5) Reactant: [CH3:1][O:2][C:3]1[CH:12]=[C:11]2[C:6]([CH2:7][CH2:8][C:9](=O)[CH2:10]2)=[CH:5][CH:4]=1.[N+](C1C=CC=CC=1S([N:26]([CH2:36][C:37]1[CH:42]=[CH:41][CH:40]=[CH:39][N:38]=1)[CH2:27][C:28]1[CH:33]=[CH:32][C:31]([CH2:34][NH2:35])=[CH:30][CH:29]=1)(=O)=O)([O-])=O.[BH3-][C:44]#[N:45].[Na+].C(OC)(OC)OC. Product: [N:38]1[CH:39]=[CH:40][CH:41]=[CH:42][C:37]=1[CH2:36][NH:26][CH2:27][C:28]1[CH:29]=[CH:30][C:31]([CH2:34][N:35]([CH2:28][C:27]2[NH:26][CH:36]=[CH:44][N:45]=2)[CH:9]2[CH2:8][CH2:7][C:6]3[C:11](=[CH:12][C:3]([O:2][CH3:1])=[CH:4][CH:5]=3)[CH2:10]2)=[CH:32][CH:33]=1. The catalyst class is: 130. (6) Reactant: C[C:2]([O-:5])(C)C.[K+].[CH:7]1C=CC(P(C2C=CC=CC=2)C2C=CC=CC=2)=CC=1.[CH3:26][O:27][C:28](=[O:40])[C:29]1[C:34]([N+:35]([O-:37])=[O:36])=[CH:33][CH:32]=[CH:31][C:30]=1[CH:38]=O. Product: [CH3:26][O:27][C:28](=[O:40])[C:29]1[C:34]([N+:35]([O-:37])=[O:36])=[CH:33][CH:32]=[CH:31][C:30]=1[CH:38]=[CH:7][O:5][CH3:2]. The catalyst class is: 1.